Dataset: Peptide-MHC class I binding affinity with 185,985 pairs from IEDB/IMGT. Task: Regression. Given a peptide amino acid sequence and an MHC pseudo amino acid sequence, predict their binding affinity value. This is MHC class I binding data. (1) The peptide sequence is FGDSEEPVTY. The MHC is HLA-A26:01 with pseudo-sequence HLA-A26:01. The binding affinity (normalized) is 0. (2) The peptide sequence is NAMVTLRKE. The binding affinity (normalized) is 0.0284. The MHC is HLA-B15:01 with pseudo-sequence HLA-B15:01.